This data is from Forward reaction prediction with 1.9M reactions from USPTO patents (1976-2016). The task is: Predict the product of the given reaction. (1) Given the reactants C([C:8]1([C:17]#[N:18])[CH2:12][CH2:11][CH2:10][N:9]1[S:13]([NH2:16])(=[O:15])=[O:14])(OC(C)(C)C)=O, predict the reaction product. The product is: [C:17]([CH:8]1[CH2:12][CH2:11][CH2:10][N:9]1[S:13]([NH2:16])(=[O:15])=[O:14])#[N:18]. (2) Given the reactants [CH3:1][O:2][C:3]1[CH:25]=[CH:24][C:6]([CH2:7][S:8][CH2:9][C:10]([N:12]2[C@@H:16]([C:17]3[CH:22]=[CH:21][CH:20]=[CH:19][CH:18]=3)[CH2:15][O:14][C:13]2=[O:23])=[O:11])=[CH:5][CH:4]=1.[F:26][C:27]1[CH:32]=[CH:31][C:30]([N:33]=[CH:34][C:35]2[CH:49]=[CH:48][C:38]([O:39][CH2:40][C:41]([O:43][C:44]([CH3:47])([CH3:46])[CH3:45])=[O:42])=[CH:37][CH:36]=2)=[CH:29][CH:28]=1.C(N(C(C)C)C(C)C)C.C(O)(C)C, predict the reaction product. The product is: [F:26][C:27]1[CH:28]=[CH:29][C:30]([NH:33][C@H:34]([C:35]2[CH:49]=[CH:48][C:38]([O:39][CH2:40][C:41]([O:43][C:44]([CH3:46])([CH3:47])[CH3:45])=[O:42])=[CH:37][CH:36]=2)[CH:9]([S:8][CH2:7][C:6]2[CH:5]=[CH:4][C:3]([O:2][CH3:1])=[CH:25][CH:24]=2)[C:10](=[O:11])[N:12]2[C@@H:16]([C:17]3[CH:18]=[CH:19][CH:20]=[CH:21][CH:22]=3)[CH2:15][O:14][C:13]2=[O:23])=[CH:31][CH:32]=1. (3) The product is: [NH2:1][C:2]1[N:7]=[C:6]([N:8]2[CH2:20][CH2:19][C:11]3([CH2:12][NH:13][C@H:14]([C:16]([O:18][CH2:52][CH2:53][CH2:54][CH2:55][CH2:56][CH2:57][CH2:58][CH3:59])=[O:17])[CH2:15]3)[CH2:10][CH2:9]2)[CH:5]=[C:4]([O:21][C@H:22]([C:27]2[CH:32]=[CH:31][C:30]([Cl:33])=[CH:29][C:28]=2[N:34]2[CH:38]=[CH:37][C:36]([CH3:39])=[N:35]2)[C:23]([F:25])([F:24])[F:26])[N:3]=1. Given the reactants [NH2:1][C:2]1[N:7]=[C:6]([N:8]2[CH2:20][CH2:19][C:11]3([CH2:15][C@@H:14]([C:16]([OH:18])=[O:17])[NH:13][CH2:12]3)[CH2:10][CH2:9]2)[CH:5]=[C:4]([O:21][C@H:22]([C:27]2[CH:32]=[CH:31][C:30]([Cl:33])=[CH:29][C:28]=2[N:34]2[CH:38]=[CH:37][C:36]([CH3:39])=[N:35]2)[C:23]([F:26])([F:25])[F:24])[N:3]=1.O.C1(C)C=CC(S(O)(=O)=O)=CC=1.[CH2:52](O)[CH2:53][CH2:54][CH2:55][CH2:56][CH2:57][CH2:58][CH3:59], predict the reaction product.